This data is from Reaction yield outcomes from USPTO patents with 853,638 reactions. The task is: Predict the reaction yield, written as a fraction of the theoretical maximum amount of product (1.0 means a 100% yield; for example, 0.34 means a 34% yield). (1) The reactants are [CH3:1][O:2][C:3]1[CH:4]=[C:5]([CH:11]([CH:14]([CH3:16])[CH3:15])[C:12]#[N:13])[CH:6]=[CH:7][C:8]=1[O:9][CH3:10].[NH2-].[Na+].[Cl:19][CH2:20][CH2:21][CH2:22]I.CO. The catalyst is C1(C)C=CC=CC=1. The product is [Cl:19][CH2:20][CH2:21][CH2:22][C:11]([C:5]1[CH:6]=[CH:7][C:8]([O:9][CH3:10])=[C:3]([O:2][CH3:1])[CH:4]=1)([CH:14]([CH3:16])[CH3:15])[C:12]#[N:13]. The yield is 0.810. (2) The reactants are [H-].[Na+].[I:3][C:4]1[C:9]([CH3:10])=[CH:8][CH:7]=[CH:6][C:5]=1[CH2:11][OH:12].Br[CH2:14][C:15]([O:17][C:18]([CH3:21])([CH3:20])[CH3:19])=[O:16].CCOC(C)=O. The catalyst is CN(C=O)C.O. The product is [C:18]([O:17][C:15](=[O:16])[CH2:14][O:12][CH2:11][C:5]1[CH:6]=[CH:7][CH:8]=[C:9]([CH3:10])[C:4]=1[I:3])([CH3:21])([CH3:20])[CH3:19]. The yield is 0.790. (3) The reactants are COC1C=CC(C([NH:24][C:25]2[CH2:26][O:27][C:28]([CH3:55])([CH3:54])[C:29]([F:53])([F:52])[C@:30]([C:33]3[CH:38]=[C:37]([C:39]4[CH:40]=[N:41][N:42]([C:44]5[CH:49]=[CH:48][CH:47]=[C:46]([Cl:50])[CH:45]=5)[CH:43]=4)[CH:36]=[CH:35][C:34]=3[F:51])([CH3:32])[N:31]=2)(C2C=CC(OC)=CC=2)C2C=CC=CC=2)=CC=1.FC(F)(F)C(O)=O. The catalyst is ClCCl. The product is [ClH:50].[Cl:50][C:46]1[CH:45]=[C:44]([N:42]2[CH:43]=[C:39]([C:37]3[CH:36]=[CH:35][C:34]([F:51])=[C:33]([C@:30]4([CH3:32])[C:29]([F:52])([F:53])[C:28]([CH3:54])([CH3:55])[O:27][CH2:26][C:25]([NH2:24])=[N:31]4)[CH:38]=3)[CH:40]=[N:41]2)[CH:49]=[CH:48][CH:47]=1. The yield is 0.670. (4) The reactants are [Cl:1][C:2]1[C:11]2[C:6](=[CH:7][C:8]([O:13][CH3:14])=[C:9]([OH:12])[CH:10]=2)[N:5]=[CH:4][N:3]=1.[C:15]([O:19][C:20]([N:22]1[CH2:26][CH2:25][CH:24]([CH2:27]O)[CH2:23]1)=[O:21])([CH3:18])([CH3:17])[CH3:16]. No catalyst specified. The product is [Cl:1][C:2]1[C:11]2[C:6](=[CH:7][C:8]([O:13][CH3:14])=[C:9]([O:12][CH2:27][CH:24]3[CH2:25][CH2:26][N:22]([C:20]([O:19][C:15]([CH3:16])([CH3:18])[CH3:17])=[O:21])[CH2:23]3)[CH:10]=2)[N:5]=[CH:4][N:3]=1. The yield is 1.00. (5) The reactants are [C:1]([C:3]([CH3:25])([CH3:24])[C:4]1[CH:9]=[CH:8][C:7]([NH:10][C:11](=[O:22])[C:12]2[CH:17]=[CH:16][C:15]([O:18][CH3:19])=[C:14]([O:20][CH3:21])[CH:13]=2)=[CH:6][C:5]=1[CH3:23])#[N:2]. The catalyst is Cl.CO.[Pd]. The product is [NH2:2][CH2:1][C:3]([C:4]1[CH:9]=[CH:8][C:7]([NH:10][C:11](=[O:22])[C:12]2[CH:17]=[CH:16][C:15]([O:18][CH3:19])=[C:14]([O:20][CH3:21])[CH:13]=2)=[CH:6][C:5]=1[CH3:23])([CH3:25])[CH3:24]. The yield is 0.790. (6) The yield is 0.900. The reactants are Cl[C:2]1[C:7]([N+:8]([O-:10])=[O:9])=[C:6]([Cl:11])[N:5]=[C:4]([CH2:12][C:13]2[CH:18]=[CH:17][C:16]([F:19])=[CH:15][CH:14]=2)[N:3]=1.[CH2:20]1[O:28][C:27]2[CH:26]=[CH:25][C:24](B(O)O)=[CH:23][C:22]=2[O:21]1.C(=O)([O-])[O-].[Na+].[Na+]. The catalyst is C1(C)C=CC=CC=1.O. The product is [O:21]1[C:22]2[CH:23]=[CH:24][C:25]([C:2]3[C:7]([N+:8]([O-:10])=[O:9])=[C:6]([Cl:11])[N:5]=[C:4]([CH2:12][C:13]4[CH:18]=[CH:17][C:16]([F:19])=[CH:15][CH:14]=4)[N:3]=3)=[CH:26][C:27]=2[O:28][CH2:20]1.